This data is from Catalyst prediction with 721,799 reactions and 888 catalyst types from USPTO. The task is: Predict which catalyst facilitates the given reaction. (1) Reactant: C(OC([N:8]1[CH2:13][CH2:12][N:11]([CH2:14][CH2:15][N:16]2[CH2:20][CH2:19][C@@H:18]([CH2:21][N:22]3[C:31]4[C:26](=[CH:27][C:28]([C:32]5[CH:33]=[N:34][C:35]([NH:47][C:48]([NH:50][CH2:51][CH3:52])=[O:49])=[CH:36][C:37]=5[C:38]5[S:39][CH:40]=[C:41]([C:43]([F:46])([F:45])[F:44])[N:42]=5)=[CH:29][CH:30]=4)[C:25](=[O:53])[C:24]([C:54]([O:56][CH2:57][CH3:58])=[O:55])=[CH:23]3)[CH2:17]2)[CH2:10][CH2:9]1)=O)(C)(C)C.[ClH:59]. Product: [ClH:59].[CH2:51]([NH:50][C:48](=[O:49])[NH:47][C:35]1[N:34]=[CH:33][C:32]([C:28]2[CH:27]=[C:26]3[C:31](=[CH:30][CH:29]=2)[N:22]([CH2:21][C@@H:18]2[CH2:19][CH2:20][N:16]([CH2:15][CH2:14][N:11]4[CH2:12][CH2:13][NH:8][CH2:9][CH2:10]4)[CH2:17]2)[CH:23]=[C:24]([C:54]([O:56][CH2:57][CH3:58])=[O:55])[C:25]3=[O:53])=[C:37]([C:38]2[S:39][CH:40]=[C:41]([C:43]([F:44])([F:45])[F:46])[N:42]=2)[CH:36]=1)[CH3:52]. The catalyst class is: 12. (2) Reactant: [Br:1][C:2]1[C:7](=[O:8])[N:6]2[CH:9]=[CH:10][CH:11]=[CH:12][C:5]2=[N:4][C:3]=1[CH2:13][OH:14].C([O-])(O)=O.[Na+].CC(OI1(OC(C)=O)(OC(C)=O)OC(=O)C2C=CC=CC1=2)=O. Product: [Br:1][C:2]1[C:7](=[O:8])[N:6]2[CH:9]=[CH:10][CH:11]=[CH:12][C:5]2=[N:4][C:3]=1[CH:13]=[O:14]. The catalyst class is: 2. (3) Reactant: [F:1]C(F)(F)C(O)=O.[CH3:8][O:9][C:10]1[CH:11]=[C:12]([S:18]([N:21]2[C@H:26]([CH3:27])[CH2:25][NH:24][CH2:23][C@@H:22]2[CH3:28])(=[O:20])=[O:19])[CH:13]=[CH:14][C:15]=1[O:16][CH3:17].CO[C:31]1[CH:32]=[C:33]([S:39](N2[C@@H](C)CN(C(OC(C)(C)C)=O)C[C@H]2C)(=[O:41])=[O:40])[CH:34]=[CH:35][C:36]=1[O:37][CH3:38]. Product: [CH3:8][O:9][C:10]1[CH:11]=[C:12]([S:18]([N:21]2[C@H:22]([CH3:28])[CH2:23][N:24]([S:39]([C:33]3[CH:34]=[CH:35][C:36]([O:37][CH3:38])=[C:31]([F:1])[CH:32]=3)(=[O:41])=[O:40])[CH2:25][C@@H:26]2[CH3:27])(=[O:20])=[O:19])[CH:13]=[CH:14][C:15]=1[O:16][CH3:17]. The catalyst class is: 617.